From a dataset of NCI-60 drug combinations with 297,098 pairs across 59 cell lines. Regression. Given two drug SMILES strings and cell line genomic features, predict the synergy score measuring deviation from expected non-interaction effect. (1) Drug 1: CCC1(CC2CC(C3=C(CCN(C2)C1)C4=CC=CC=C4N3)(C5=C(C=C6C(=C5)C78CCN9C7C(C=CC9)(C(C(C8N6C)(C(=O)OC)O)OC(=O)C)CC)OC)C(=O)OC)O.OS(=O)(=O)O. Drug 2: CC1C(C(CC(O1)OC2CC(CC3=C2C(=C4C(=C3O)C(=O)C5=C(C4=O)C(=CC=C5)OC)O)(C(=O)CO)O)N)O.Cl. Cell line: IGROV1. Synergy scores: CSS=50.6, Synergy_ZIP=4.56, Synergy_Bliss=8.10, Synergy_Loewe=8.08, Synergy_HSA=9.22. (2) Drug 1: CC12CCC(CC1=CCC3C2CCC4(C3CC=C4C5=CN=CC=C5)C)O. Drug 2: CC1=C(C=C(C=C1)NC2=NC=CC(=N2)N(C)C3=CC4=NN(C(=C4C=C3)C)C)S(=O)(=O)N.Cl. Cell line: MCF7. Synergy scores: CSS=7.34, Synergy_ZIP=6.21, Synergy_Bliss=9.14, Synergy_Loewe=1.72, Synergy_HSA=6.35. (3) Drug 1: C1CNP(=O)(OC1)N(CCCl)CCCl. Drug 2: CCC1=C2N=C(C=C(N2N=C1)NCC3=C[N+](=CC=C3)[O-])N4CCCCC4CCO. Cell line: OVCAR3. Synergy scores: CSS=43.6, Synergy_ZIP=6.56, Synergy_Bliss=5.87, Synergy_Loewe=-60.6, Synergy_HSA=1.19. (4) Drug 1: C1CN1P(=S)(N2CC2)N3CC3. Drug 2: CN(C(=O)NC(C=O)C(C(C(CO)O)O)O)N=O. Cell line: MOLT-4. Synergy scores: CSS=54.4, Synergy_ZIP=0.946, Synergy_Bliss=3.45, Synergy_Loewe=-38.3, Synergy_HSA=3.61. (5) Drug 1: CCC1=CC2CC(C3=C(CN(C2)C1)C4=CC=CC=C4N3)(C5=C(C=C6C(=C5)C78CCN9C7C(C=CC9)(C(C(C8N6C)(C(=O)OC)O)OC(=O)C)CC)OC)C(=O)OC.C(C(C(=O)O)O)(C(=O)O)O. Drug 2: C1CN(CCN1C(=O)CCBr)C(=O)CCBr. Cell line: SF-268. Synergy scores: CSS=47.7, Synergy_ZIP=-7.63, Synergy_Bliss=-4.03, Synergy_Loewe=-22.5, Synergy_HSA=-0.960.